This data is from NCI-60 drug combinations with 297,098 pairs across 59 cell lines. The task is: Regression. Given two drug SMILES strings and cell line genomic features, predict the synergy score measuring deviation from expected non-interaction effect. (1) Drug 1: CS(=O)(=O)C1=CC(=C(C=C1)C(=O)NC2=CC(=C(C=C2)Cl)C3=CC=CC=N3)Cl. Drug 2: CC(C)NC(=O)C1=CC=C(C=C1)CNNC.Cl. Cell line: SK-MEL-2. Synergy scores: CSS=-7.02, Synergy_ZIP=3.30, Synergy_Bliss=1.58, Synergy_Loewe=-5.12, Synergy_HSA=-4.40. (2) Drug 1: CC1C(C(=O)NC(C(=O)N2CCCC2C(=O)N(CC(=O)N(C(C(=O)O1)C(C)C)C)C)C(C)C)NC(=O)C3=C4C(=C(C=C3)C)OC5=C(C(=O)C(=C(C5=N4)C(=O)NC6C(OC(=O)C(N(C(=O)CN(C(=O)C7CCCN7C(=O)C(NC6=O)C(C)C)C)C)C(C)C)C)N)C. Drug 2: CS(=O)(=O)CCNCC1=CC=C(O1)C2=CC3=C(C=C2)N=CN=C3NC4=CC(=C(C=C4)OCC5=CC(=CC=C5)F)Cl. Cell line: NCI-H460. Synergy scores: CSS=32.4, Synergy_ZIP=8.10, Synergy_Bliss=9.44, Synergy_Loewe=-11.0, Synergy_HSA=8.06. (3) Drug 1: C1CCC(CC1)NC(=O)N(CCCl)N=O. Drug 2: CC1=C(C(CCC1)(C)C)C=CC(=CC=CC(=CC(=O)O)C)C. Cell line: MALME-3M. Synergy scores: CSS=31.6, Synergy_ZIP=-4.94, Synergy_Bliss=-3.93, Synergy_Loewe=-8.84, Synergy_HSA=-0.0149. (4) Drug 1: CN1C(=O)N2C=NC(=C2N=N1)C(=O)N. Drug 2: CCN(CC)CCNC(=O)C1=C(NC(=C1C)C=C2C3=C(C=CC(=C3)F)NC2=O)C. Cell line: MCF7. Synergy scores: CSS=-4.46, Synergy_ZIP=1.69, Synergy_Bliss=-0.857, Synergy_Loewe=-5.30, Synergy_HSA=-5.17. (5) Drug 1: CN1C(=O)N2C=NC(=C2N=N1)C(=O)N. Drug 2: C1CC(CNC1)C2=CC=C(C=C2)N3C=C4C=CC=C(C4=N3)C(=O)N. Cell line: HT29. Synergy scores: CSS=36.9, Synergy_ZIP=19.9, Synergy_Bliss=23.9, Synergy_Loewe=-43.1, Synergy_HSA=20.4. (6) Drug 1: CCCS(=O)(=O)NC1=C(C(=C(C=C1)F)C(=O)C2=CNC3=C2C=C(C=N3)C4=CC=C(C=C4)Cl)F. Drug 2: CN(C)C1=NC(=NC(=N1)N(C)C)N(C)C. Cell line: HCT116. Synergy scores: CSS=0.759, Synergy_ZIP=2.01, Synergy_Bliss=0.807, Synergy_Loewe=-0.0759, Synergy_HSA=-1.78. (7) Drug 2: C1C(C(OC1N2C=NC(=NC2=O)N)CO)O. Cell line: K-562. Synergy scores: CSS=32.2, Synergy_ZIP=0.574, Synergy_Bliss=1.48, Synergy_Loewe=-6.78, Synergy_HSA=6.63. Drug 1: CCCCCOC(=O)NC1=NC(=O)N(C=C1F)C2C(C(C(O2)C)O)O. (8) Drug 1: CC(CN1CC(=O)NC(=O)C1)N2CC(=O)NC(=O)C2. Cell line: SN12C. Drug 2: C1CN(CCN1C(=O)CCBr)C(=O)CCBr. Synergy scores: CSS=42.7, Synergy_ZIP=1.15, Synergy_Bliss=9.41, Synergy_Loewe=9.25, Synergy_HSA=10.6. (9) Drug 1: CS(=O)(=O)C1=CC(=C(C=C1)C(=O)NC2=CC(=C(C=C2)Cl)C3=CC=CC=N3)Cl. Drug 2: CC1CCC2CC(C(=CC=CC=CC(CC(C(=O)C(C(C(=CC(C(=O)CC(OC(=O)C3CCCCN3C(=O)C(=O)C1(O2)O)C(C)CC4CCC(C(C4)OC)OCCO)C)C)O)OC)C)C)C)OC. Cell line: IGROV1. Synergy scores: CSS=32.5, Synergy_ZIP=3.47, Synergy_Bliss=5.07, Synergy_Loewe=-12.7, Synergy_HSA=5.51. (10) Drug 2: C1=CC(=CC=C1CC(C(=O)O)N)N(CCCl)CCCl.Cl. Synergy scores: CSS=29.9, Synergy_ZIP=2.43, Synergy_Bliss=11.8, Synergy_Loewe=7.52, Synergy_HSA=11.0. Cell line: MALME-3M. Drug 1: C1CCC(CC1)NC(=O)N(CCCl)N=O.